From a dataset of Full USPTO retrosynthesis dataset with 1.9M reactions from patents (1976-2016). Predict the reactants needed to synthesize the given product. Given the product [F:23][C:24]1[CH:29]=[CH:28][C:27]([NH:30][C:31]([N:4]2[CH2:3][C:2]([CH3:22])([CH3:1])[C:11]3[C:6](=[CH:7][CH:8]=[CH:9][CH:10]=3)[CH:5]2[C:12]2[CH:17]=[CH:16][C:15]([C:18]([F:21])([F:19])[F:20])=[CH:14][CH:13]=2)=[O:32])=[CH:26][CH:25]=1, predict the reactants needed to synthesize it. The reactants are: [CH3:1][C:2]1([CH3:22])[C:11]2[C:6](=[CH:7][CH:8]=[CH:9][CH:10]=2)[CH:5]([C:12]2[CH:17]=[CH:16][C:15]([C:18]([F:21])([F:20])[F:19])=[CH:14][CH:13]=2)[NH:4][CH2:3]1.[F:23][C:24]1[CH:29]=[CH:28][C:27]([N:30]=[C:31]=[O:32])=[CH:26][CH:25]=1.